From a dataset of Antibody paratope prediction from SAbDab with 1,023 antibody chains. Token-level Classification. Given an antibody amino acid sequence, predict which amino acid positions are active in antigen binding. Output is a list of indices for active paratope positions. Given the antibody sequence: EVQLVESGGDLVKPGGSLKLSCAASGFTFSRCAMSWVRQTPEKRLEWVAGISSGGSYTFYPDTVKGRFIISRNNARNTLSLQMSSLRSEDTAIYYCTRYSSDPFYFDYWGQGTTLTVSS, which amino acid positions are active in antigen binding (paratope)? The paratope positions are: [52, 83, 84, 85, 104, 105].